This data is from Full USPTO retrosynthesis dataset with 1.9M reactions from patents (1976-2016). The task is: Predict the reactants needed to synthesize the given product. (1) Given the product [C:1]([O:5][C:6]([NH:8][C:9]1[CH:32]=[CH:31][C:12]([C:13]2[N:18]3[N:19]=[C:20]([Cl:30])[CH:21]=[C:22]([C:23]([O:25][C:26]([CH3:29])([CH3:28])[CH3:27])=[O:24])[C:17]3=[N:16][N:15]=2)=[CH:11][CH:10]=1)=[O:7])([CH3:4])([CH3:3])[CH3:2], predict the reactants needed to synthesize it. The reactants are: [C:1]([O:5][C:6]([NH:8][C:9]1[CH:32]=[CH:31][C:12]([C:13]([NH:15][NH:16][C:17]2[N:18]=[N:19][C:20]([Cl:30])=[CH:21][C:22]=2[C:23]([O:25][C:26]([CH3:29])([CH3:28])[CH3:27])=[O:24])=O)=[CH:11][CH:10]=1)=[O:7])([CH3:4])([CH3:3])[CH3:2].C1COCC1.P(CC)(CC)CC.CCN(C(C)C)C(C)C. (2) Given the product [CH:56]1[C:57]2[CH:58]([CH2:60][O:61][C:62]([NH:64][CH2:65][C:66]([CH3:71])([CH3:70])[C:67]([NH:41][C@H:40]([C:39]([N:38]([C@@H:33]([C@@H:34]([CH3:37])[CH2:35][CH3:36])[C@H:3]([O:2][CH3:1])[CH2:4][C:5]([N:7]3[CH2:11][CH2:10][CH2:9][C@H:8]3[C@H:12]([O:31][CH3:32])[C@@H:13]([CH3:30])[C:14](=[O:29])[NH:15][C@H:16]([C:24]3[S:25][CH:26]=[CH:27][N:28]=3)[CH2:17][C:18]3[CH:19]=[CH:20][CH:21]=[CH:22][CH:23]=3)=[O:6])[CH3:46])=[O:45])[CH:42]([CH3:44])[CH3:43])=[O:68])=[O:63])[C:59]3[C:51](=[CH:50][CH:49]=[CH:48][CH:47]=3)[C:52]=2[CH:53]=[CH:54][CH:55]=1, predict the reactants needed to synthesize it. The reactants are: [CH3:1][O:2][C@@H:3]([C@@H:33]([N:38]([CH3:46])[C:39](=[O:45])[C@H:40]([CH:42]([CH3:44])[CH3:43])[NH2:41])[C@@H:34]([CH3:37])[CH2:35][CH3:36])[CH2:4][C:5]([N:7]1[CH2:11][CH2:10][CH2:9][C@H:8]1[C@H:12]([O:31][CH3:32])[C@@H:13]([CH3:30])[C:14](=[O:29])[NH:15][C@H:16]([C:24]1[S:25][CH:26]=[CH:27][N:28]=1)[CH2:17][C:18]1[CH:23]=[CH:22][CH:21]=[CH:20][CH:19]=1)=[O:6].[CH:47]1[C:59]2[CH:58]([CH2:60][O:61][C:62]([NH:64][CH2:65][C:66]([CH3:71])([CH3:70])[C:67](O)=[O:68])=[O:63])[C:57]3[C:52](=[CH:53][CH:54]=[CH:55][CH:56]=3)[C:51]=2[CH:50]=[CH:49][CH:48]=1.C(N(C(C)C)CC)(C)C.CN(C(ON1N=NC2C=CC=NC1=2)=[N+](C)C)C.F[P-](F)(F)(F)(F)F. (3) Given the product [CH2:1]([N:5]1[C:6](=[S:36])[C:7]([NH:17][C:18]2[CH:23]=[CH:22][C:21]([O:24][CH3:25])=[CH:20][CH:19]=2)=[C:8]([C:11]2[CH:16]=[CH:15][CH:14]=[CH:13][CH:12]=2)[C:9]1=[O:10])[CH2:2][CH2:3][CH3:4], predict the reactants needed to synthesize it. The reactants are: [CH2:1]([N:5]1[C:9](=[O:10])[C:8]([C:11]2[CH:16]=[CH:15][CH:14]=[CH:13][CH:12]=2)=[C:7]([NH:17][C:18]2[CH:23]=[CH:22][C:21]([O:24][CH3:25])=[CH:20][CH:19]=2)[C:6]1=O)[CH2:2][CH2:3][CH3:4].COC1C=CC(P2(SP(C3C=CC(OC)=CC=3)(=S)S2)=[S:36])=CC=1. (4) Given the product [Br:1][C:2]1[C:3]2[CH2:4][CH:5]3[CH2:14][NH:13][CH2:12][CH2:11][N:6]3[C:7]=2[CH:8]=[CH:9][CH:10]=1, predict the reactants needed to synthesize it. The reactants are: [Br:1][C:2]1[C:3]2[CH:4]=[C:5]3[CH2:14][NH:13][CH2:12][CH2:11][N:6]3[C:7]=2[CH:8]=[CH:9][CH:10]=1.FC(F)(F)C(O)=O.[BH4-].[Na+].[OH-].[Na+]. (5) Given the product [ClH:44].[ClH:44].[NH:13]1[CH:14]=[C:10]([CH:9]([C:5]2[CH:6]=[CH:7][CH:8]=[C:3]([C:2]([F:1])([F:42])[F:43])[CH:4]=2)[NH2:34])[N:11]=[CH:12]1, predict the reactants needed to synthesize it. The reactants are: [F:1][C:2]([F:43])([F:42])[C:3]1[CH:4]=[C:5]([CH:9]([NH:34]C(=O)OC(C)(C)C)[C:10]2[N:11]=[CH:12][N:13](C(C3C=CC=CC=3)(C3C=CC=CC=3)C3C=CC=CC=3)[CH:14]=2)[CH:6]=[CH:7][CH:8]=1.[ClH:44]. (6) Given the product [N:12]1([C:2]2[N:3]=[CH:4][C:5]3[C:10]([CH:11]=2)=[CH:9][CH:8]=[CH:7][CH:6]=3)[CH2:17][CH2:16][NH:15][CH2:14][CH2:13]1, predict the reactants needed to synthesize it. The reactants are: Cl[C:2]1[N:3]=[CH:4][C:5]2[C:10]([CH:11]=1)=[CH:9][CH:8]=[CH:7][CH:6]=2.[NH:12]1[CH2:17][CH2:16][NH:15][CH2:14][CH2:13]1. (7) The reactants are: [C:1]([C:3]1[CH:8]=[CH:7][C:6]([C:9]2[CH:14]=[C:13]([C:15]([F:18])([F:17])[F:16])[CH:12]=[C:11]([CH2:19][O:20][CH2:21][C:22]3([C:35]4[CH:40]=[CH:39][N:38]=[CH:37][CH:36]=4)[CH2:27][CH2:26][N:25]([C:28](OC(C)(C)C)=O)[CH2:24][CH2:23]3)[CH:10]=2)=[CH:5][CH:4]=1)#[N:2].FC(F)(F)C(O)=O.C(O[BH-](OC(=O)C)OC(=O)C)(=O)C.[Na+].CO. Given the product [CH3:28][N:25]1[CH2:26][CH2:27][C:22]([CH2:21][O:20][CH2:19][C:11]2[CH:10]=[C:9]([C:6]3[CH:7]=[CH:8][C:3]([C:1]#[N:2])=[CH:4][CH:5]=3)[CH:14]=[C:13]([C:15]([F:18])([F:16])[F:17])[CH:12]=2)([C:35]2[CH:36]=[CH:37][N:38]=[CH:39][CH:40]=2)[CH2:23][CH2:24]1, predict the reactants needed to synthesize it. (8) Given the product [CH3:16][S:13]([NH:12][CH2:11][C:8]1[CH:9]=[CH:10][C:5]([CH2:4][C:3]([OH:17])=[O:2])=[CH:6][CH:7]=1)(=[O:15])=[O:14], predict the reactants needed to synthesize it. The reactants are: C[O:2][C:3](=[O:17])[CH2:4][C:5]1[CH:10]=[CH:9][C:8]([CH2:11][NH:12][S:13]([CH3:16])(=[O:15])=[O:14])=[CH:7][CH:6]=1.COC(=O)CC1C=CC=CC=1CNC(OC(C)(C)C)=O. (9) Given the product [Br:15][CH:16]1[C:21](=[CH:22][Br:23])[O:24][C:18](=[O:20])[CH2:17]1, predict the reactants needed to synthesize it. The reactants are: O=P12OP3(OP(OP(O3)(O1)=O)(=O)O2)=O.[Br:15][CH:16]([C:21](=[O:24])[CH2:22][Br:23])[CH2:17][C:18]([OH:20])=O.